Dataset: Full USPTO retrosynthesis dataset with 1.9M reactions from patents (1976-2016). Task: Predict the reactants needed to synthesize the given product. (1) Given the product [CH3:1][C:2]1([CH3:39])[O:7][C:6]2[CH:8]=[CH:9][C:10]([C@H:12]3[O:16][C:15](=[O:17])[N:14]([CH2:18][CH2:19][CH2:20][CH2:21][CH2:22][CH2:23][O:24][CH2:25][CH2:26][CH2:27][CH2:28][C:29]4[CH:30]=[C:31]([N:35]5[C:41](=[O:42])[C:40](=[O:46])[NH:38][C:36]5=[O:37])[CH:32]=[CH:33][CH:34]=4)[CH2:13]3)=[CH:11][C:5]=2[CH2:4][O:3]1, predict the reactants needed to synthesize it. The reactants are: [CH3:1][C:2]1([CH3:39])[O:7][C:6]2[CH:8]=[CH:9][C:10]([C@H:12]3[O:16][C:15](=[O:17])[N:14]([CH2:18][CH2:19][CH2:20][CH2:21][CH2:22][CH2:23][O:24][CH2:25][CH2:26][CH2:27][CH2:28][C:29]4[CH:30]=[C:31]([NH:35][C:36]([NH2:38])=[O:37])[CH:32]=[CH:33][CH:34]=4)[CH2:13]3)=[CH:11][C:5]=2[CH2:4][O:3]1.[C:40](OCC)(=[O:46])[C:41](OCC)=[O:42].[Na]. (2) The reactants are: [C:1]1([N:7]2[CH:11]=[C:10]([Si:12]([CH3:15])([CH3:14])[CH3:13])[NH:9][N:8]2[C:16]([O:18]CC)=[O:17])[CH:6]=[CH:5][CH:4]=[CH:3][CH:2]=1.[OH-].[Li+]. Given the product [C:1]1([N:7]2[CH:11]=[C:10]([Si:12]([CH3:13])([CH3:14])[CH3:15])[NH:9][N:8]2[C:16]([OH:18])=[O:17])[CH:2]=[CH:3][CH:4]=[CH:5][CH:6]=1, predict the reactants needed to synthesize it. (3) Given the product [O:13]1[CH2:14][CH2:15][N:10]([C:4]2[CH:5]=[C:6]([C:8]#[N:9])[CH:7]=[C:2]([C:21]3[CH:22]=[CH:23][C:18]([C:17]([F:28])([F:27])[F:16])=[CH:19][CH:20]=3)[N:3]=2)[CH2:11][CH2:12]1, predict the reactants needed to synthesize it. The reactants are: Cl[C:2]1[CH:7]=[C:6]([C:8]#[N:9])[CH:5]=[C:4]([N:10]2[CH2:15][CH2:14][O:13][CH2:12][CH2:11]2)[N:3]=1.[F:16][C:17]([F:28])([F:27])[C:18]1[CH:23]=[CH:22][C:21](B(O)O)=[CH:20][CH:19]=1.C(=O)([O-])[O-].[Cs+].[Cs+].CC(C1C=C(C(C)C)C(C2C=CC=CC=2P(C2CCCCC2)C2CCCCC2)=C(C(C)C)C=1)C. (4) Given the product [CH3:1][O:2][C:3]1[CH:4]=[CH:5][C:6]([NH:11][C:12]2[C:13]3[N:38]=[CH:37][S:36][C:14]=3[N:15]=[C:16]([N:18]3[CH2:22][CH2:21][CH:20]([NH:23][C:24]([C:26]4[CH:35]=[CH:34][C:29]([C:30]([OH:32])=[O:31])=[CH:28][CH:27]=4)=[O:25])[CH2:19]3)[N:17]=2)=[N:7][C:8]=1[O:9][CH3:10], predict the reactants needed to synthesize it. The reactants are: [CH3:1][O:2][C:3]1[CH:4]=[CH:5][C:6]([NH:11][C:12]2[C:13]3[N:38]=[CH:37][S:36][C:14]=3[N:15]=[C:16]([N:18]3[CH2:22][CH2:21][CH:20]([NH:23][C:24]([C:26]4[CH:35]=[CH:34][C:29]([C:30]([O:32]C)=[O:31])=[CH:28][CH:27]=4)=[O:25])[CH2:19]3)[N:17]=2)=[N:7][C:8]=1[O:9][CH3:10].O[Li].O.Cl. (5) The reactants are: [Cl:1][C:2]1[CH:7]=[C:6]([O:8][C:9]2[C:14]([C:15]([N:17]3[C:26]4[C:21](=[CH:22][CH:23]=[CH:24][CH:25]=4)[N:20]([CH:27]4[CH2:29][CH2:28]4)[CH2:19][CH2:18]3)=[O:16])=[CH:13][CH:12]=[CH:11][N:10]=2)[C:5]([Cl:30])=[CH:4][C:3]=1[CH:31]=[CH:32][C:33]([OH:35])=[O:34]. Given the product [Cl:1][C:2]1[CH:7]=[C:6]([O:8][C:9]2[C:14]([C:15]([N:17]3[C:26]4[C:21](=[CH:22][CH:23]=[CH:24][CH:25]=4)[N:20]([CH:27]4[CH2:28][CH2:29]4)[CH2:19][CH2:18]3)=[O:16])=[CH:13][CH:12]=[CH:11][N:10]=2)[C:5]([Cl:30])=[CH:4][C:3]=1[CH2:31][CH2:32][C:33]([OH:35])=[O:34], predict the reactants needed to synthesize it.